This data is from hERG potassium channel inhibition data for cardiac toxicity prediction from Karim et al.. The task is: Regression/Classification. Given a drug SMILES string, predict its toxicity properties. Task type varies by dataset: regression for continuous values (e.g., LD50, hERG inhibition percentage) or binary classification for toxic/non-toxic outcomes (e.g., AMES mutagenicity, cardiotoxicity, hepatotoxicity). Dataset: herg_karim. (1) The drug is Cc1ccc(CCCN2CCC(C(O)(c3ccccc3)c3ccccc3)CC2)cc1. The result is 1 (blocker). (2) The drug is O=C(Nc1nnc(-c2ccco2)o1)c1cc(-c2ccccc2)nc2ccccc12. The result is 0 (non-blocker).